Dataset: Catalyst prediction with 721,799 reactions and 888 catalyst types from USPTO. Task: Predict which catalyst facilitates the given reaction. (1) Reactant: [CH3:1][O:2][C:3]1[CH:4]=[C:5]([CH:17]=[CH:18][C:19]=1[O:20][CH3:21])[C:6]([CH:8]1[CH2:13][CH2:12][N:11](C(=O)C)[CH2:10][CH2:9]1)=[O:7]. Product: [CH3:1][O:2][C:3]1[CH:4]=[C:5]([C:6]([CH:8]2[CH2:9][CH2:10][NH:11][CH2:12][CH2:13]2)=[O:7])[CH:17]=[CH:18][C:19]=1[O:20][CH3:21]. The catalyst class is: 33. (2) Reactant: [Cl:1][C:2]1[CH:3]=[C:4]([CH:18]=O)[C:5]([O:12][CH2:13][C:14]([O:16][CH3:17])=[O:15])=[C:6]([CH:11]=1)[C:7]([O:9][CH3:10])=[O:8].[CH3:20][N:21]1[CH2:26][CH2:25][NH:24][CH2:23][CH2:22]1.C(O[BH-](OC(=O)C)OC(=O)C)(=O)C.[Na+].O. Product: [Cl:1][C:2]1[CH:3]=[C:4]([CH2:18][N:24]2[CH2:25][CH2:26][N:21]([CH3:20])[CH2:22][CH2:23]2)[C:5]([O:12][CH2:13][C:14]([O:16][CH3:17])=[O:15])=[C:6]([CH:11]=1)[C:7]([O:9][CH3:10])=[O:8]. The catalyst class is: 2. (3) Reactant: [CH3:1][C:2]1[N:3]=[C:4]([Sn](CCCC)(CCCC)CCCC)[S:5][CH:6]=1.I[C:21]1[C:22]([C:28]([O:30][CH3:31])=[O:29])=[N:23][C:24]([CH3:27])=[CH:25][CH:26]=1. Product: [CH3:27][C:24]1[N:23]=[C:22]([C:28]([O:30][CH3:31])=[O:29])[C:21]([C:4]2[S:5][CH:6]=[C:2]([CH3:1])[N:3]=2)=[CH:26][CH:25]=1. The catalyst class is: 77. (4) Reactant: CC1C=CC(S(O)(=O)=O)=CC=1.O.[CH2:13]([C:21]1[CH:30]=[CH:29][C:24]2[N:25]=[C:26](N)[S:27][C:23]=2[CH:22]=1)[CH2:14][CH2:15][CH2:16][CH2:17][CH2:18][CH2:19][CH3:20].N([O-])=O.[Na+].[K+].[Br-:36]. Product: [Br:36][C:26]1[S:27][C:23]2[CH:22]=[C:21]([CH2:13][CH2:14][CH2:15][CH2:16][CH2:17][CH2:18][CH2:19][CH3:20])[CH:30]=[CH:29][C:24]=2[N:25]=1. The catalyst class is: 144. (5) Reactant: [CH:1]([C:4]1[N:5]=[C:6]([C:9]([O:11]CC)=[O:10])[S:7][CH:8]=1)([CH3:3])[CH3:2].[OH-].[Li+].Cl. Product: [CH:1]([C:4]1[N:5]=[C:6]([C:9]([OH:11])=[O:10])[S:7][CH:8]=1)([CH3:3])[CH3:2]. The catalyst class is: 36.